This data is from CYP3A4 inhibition data for predicting drug metabolism from PubChem BioAssay. The task is: Regression/Classification. Given a drug SMILES string, predict its absorption, distribution, metabolism, or excretion properties. Task type varies by dataset: regression for continuous measurements (e.g., permeability, clearance, half-life) or binary classification for categorical outcomes (e.g., BBB penetration, CYP inhibition). Dataset: cyp3a4_veith. The compound is CO/N=C\c1ccc(C(=O)N2[C@H](C(=O)OC)CC[C@H](C)[C@H]2c2ccc(C)cc2)cc1. The result is 1 (inhibitor).